This data is from Forward reaction prediction with 1.9M reactions from USPTO patents (1976-2016). The task is: Predict the product of the given reaction. (1) The product is: [CH2:1]([N:8]1[C:16]2[C:11](=[CH:12][CH:13]=[CH:14][CH:15]=2)[C:10]([O:17][C:18]2[CH:26]=[CH:25][CH:24]=[CH:23][C:19]=2[C:20]([NH:35][CH2:34][CH2:33][CH:29]2[CH2:30][CH2:31][CH2:32][N:28]2[CH3:27])=[O:21])=[N:9]1)[C:2]1[CH:7]=[CH:6][CH:5]=[CH:4][CH:3]=1. Given the reactants [CH2:1]([N:8]1[C:16]2[C:11](=[CH:12][CH:13]=[CH:14][CH:15]=2)[C:10]([O:17][C:18]2[CH:26]=[CH:25][CH:24]=[CH:23][C:19]=2[C:20](O)=[O:21])=[N:9]1)[C:2]1[CH:7]=[CH:6][CH:5]=[CH:4][CH:3]=1.[CH3:27][N:28]1[CH2:32][CH2:31][CH2:30][CH:29]1[CH2:33][CH2:34][NH2:35], predict the reaction product. (2) Given the reactants CS(O[CH2:6][C@@H:7]1[O:12][CH2:11][CH2:10][N:9]([C:13]([O:15][C:16]([CH3:19])([CH3:18])[CH3:17])=[O:14])[CH2:8]1)(=O)=O.[I-].[Na+].C(=O)([O-])[O-].[K+].[K+].[CH2:28]([O:35][C:36]([N:38]1[CH2:43][CH2:42][NH:41][CH2:40][CH2:39]1)=[O:37])[C:29]1[CH:34]=[CH:33][CH:32]=[CH:31][CH:30]=1, predict the reaction product. The product is: [CH2:28]([O:35][C:36]([N:38]1[CH2:43][CH2:42][N:41]([CH2:6][C@@H:7]2[O:12][CH2:11][CH2:10][N:9]([C:13]([O:15][C:16]([CH3:17])([CH3:18])[CH3:19])=[O:14])[CH2:8]2)[CH2:40][CH2:39]1)=[O:37])[C:29]1[CH:34]=[CH:33][CH:32]=[CH:31][CH:30]=1. (3) Given the reactants [C:1]1([C:7]2[N:11]=[C:10]([N:12]3[CH2:17][CH2:16][NH:15][CH2:14][CH2:13]3)[S:9][N:8]=2)[CH:6]=[CH:5][CH:4]=[CH:3][CH:2]=1.[F:18][C:19]1[CH:44]=[CH:43][C:22]2[C:23]([N:26](C(OCC(Cl)(Cl)Cl)=O)[C:27](OCC(Cl)(Cl)Cl)=[O:28])=[N:24][O:25][C:21]=2[CH:20]=1.C(N(C(C)C)CC)(C)C.CS(C)=O, predict the reaction product. The product is: [F:18][C:19]1[CH:44]=[CH:43][C:22]2[C:23]([NH:26][C:27]([N:15]3[CH2:16][CH2:17][N:12]([C:10]4[S:9][N:8]=[C:7]([C:1]5[CH:2]=[CH:3][CH:4]=[CH:5][CH:6]=5)[N:11]=4)[CH2:13][CH2:14]3)=[O:28])=[N:24][O:25][C:21]=2[CH:20]=1. (4) Given the reactants [Br:1][C:2]1[CH:3]=[C:4]2[C:10]3([CH2:15][CH2:14][NH:13][CH2:12][CH2:11]3)[C:9](=[O:16])[NH:8][C:5]2=[CH:6][CH:7]=1.[NH:17]1[C:25]2[C:20](=[CH:21][CH:22]=[CH:23][CH:24]=2)[C:19]([C:26](O)=[O:27])=[CH:18]1, predict the reaction product. The product is: [Br:1][C:2]1[CH:3]=[C:4]2[C:10]3([CH2:11][CH2:12][N:13]([C:26]([C:19]4[C:20]5[C:25](=[CH:24][CH:23]=[CH:22][CH:21]=5)[NH:17][CH:18]=4)=[O:27])[CH2:14][CH2:15]3)[C:9](=[O:16])[NH:8][C:5]2=[CH:6][CH:7]=1. (5) Given the reactants [CH3:1][N:2]1[CH2:7][CH2:6][C:5](=[O:8])[CH:4]([CH3:9])[CH2:3]1.[H-].[Na+].Br[CH2:13][C:14]([C:16]1[CH:21]=[CH:20][C:19]([F:22])=[CH:18][CH:17]=1)=[CH2:15], predict the reaction product. The product is: [F:22][C:19]1[CH:20]=[CH:21][C:16]([C:14](=[CH2:15])[CH2:13][C:4]2([CH3:9])[C:5](=[O:8])[CH2:6][CH2:7][N:2]([CH3:1])[CH2:3]2)=[CH:17][CH:18]=1.